From a dataset of Reaction yield outcomes from USPTO patents with 853,638 reactions. Predict the reaction yield, written as a fraction of the theoretical maximum amount of product (1.0 means a 100% yield; for example, 0.34 means a 34% yield). (1) The reactants are Cl.[C:2]1([CH2:8][N:9]2[CH2:16][CH2:15][CH2:14][C@H:10]2[C:11]([OH:13])=O)[CH:7]=[CH:6][CH:5]=[CH:4][CH:3]=1.[CH:17]1[CH:18]=CC2N(O)N=[N:23][C:21]=2[CH:22]=1.[CH3:27]N1CCOCC1.N1CCCCC1.CCN=C=NCCCN(C)C.Cl. The catalyst is C(Cl)Cl. The product is [C:2]1([CH2:8][N:9]2[CH2:16][CH2:15][CH2:14][CH2:27][C@H:10]2[C:11]([N:23]2[CH2:18][CH2:17][CH2:22][CH2:21]2)=[O:13])[CH:3]=[CH:4][CH:5]=[CH:6][CH:7]=1. The yield is 0.400. (2) The product is [CH3:33][N:10]([CH2:9][CH2:8][CH:7]([C:1]1[CH:6]=[CH:5][CH:4]=[CH:3][CH:2]=1)[CH3:27])[C@H:11]1[CH2:12][CH2:13][C@H:14]([C:17]2[CH:26]=[CH:25][C:20]3[NH:21][C:22](=[O:24])[O:23][C:19]=3[CH:18]=2)[CH2:15][CH2:16]1. The reactants are [C:1]1([CH:7]([CH3:27])[CH2:8][CH2:9][NH:10][C@H:11]2[CH2:16][CH2:15][C@H:14]([C:17]3[CH:26]=[CH:25][C:20]4[NH:21][C:22](=[O:24])[O:23][C:19]=4[CH:18]=3)[CH2:13][CH2:12]2)[CH:6]=[CH:5][CH:4]=[CH:3][CH:2]=1.O.[BH4-].[Na+].[OH-].[Na+].[CH3:33]O. No catalyst specified. The yield is 0.350. (3) The reactants are [CH3:1][O:2][C:3]1[CH:8]=[CH:7][C:6]([NH:9][C:10]2[N:21]=[CH:20][CH:19]=[CH:18][C:11]=2[C:12]([NH:14][CH2:15][C:16]#[CH:17])=[O:13])=[CH:5][CH:4]=1.[N:22]([CH2:25][C:26]1[CH:31]=[CH:30][CH:29]=[C:28](OC2C=CC=CC=2)[CH:27]=1)=[N+:23]=[N-:24].O.[O:40]=[C:41]1O[C@H]([C@H](CO)O)C([O-])=C1O.[Na+]. The catalyst is S([O-])([O-])(=O)=O.[Cu+2].C(O)(C)(C)C. The product is [CH3:41][O:40][C:29]1[CH:28]=[CH:27][C:26]([CH2:25][N:22]2[CH:17]=[C:16]([CH2:15][NH:14][C:12](=[O:13])[C:11]3[CH:18]=[CH:19][CH:20]=[N:21][C:10]=3[NH:9][C:6]3[CH:7]=[CH:8][C:3]([O:2][CH3:1])=[CH:4][CH:5]=3)[N:24]=[N:23]2)=[CH:31][CH:30]=1. The yield is 0.800. (4) The product is [S:20]([C:23]1[CH:29]=[CH:28][C:26]([CH3:27])=[CH:25][CH:24]=1)([O:10][CH2:9][CH2:8][C:7]1[CH:6]=[CH:5][C:4]([N+:1]([O-:3])=[O:2])=[CH:12][CH:11]=1)(=[O:22])=[O:21]. The yield is 0.880. The catalyst is C(Cl)Cl. The reactants are [N+:1]([C:4]1[CH:12]=[CH:11][C:7]([CH2:8][CH2:9][OH:10])=[CH:6][CH:5]=1)([O-:3])=[O:2].C(N(CC)CC)C.[S:20](Cl)([C:23]1[CH:29]=[CH:28][C:26]([CH3:27])=[CH:25][CH:24]=1)(=[O:22])=[O:21]. (5) The reactants are O.[OH-].[Li+].[F:4][C:5]1[CH:6]=[C:7]2[C:12](=[CH:13][CH:14]=1)[N:11]=[C:10]([C:15]([O:17]CC)=[O:16])[C:9]([OH:20])=[N:8]2.Cl. The product is [F:4][C:5]1[CH:6]=[C:7]2[C:12](=[CH:13][CH:14]=1)[N:11]=[C:10]([C:15]([OH:17])=[O:16])[C:9]([OH:20])=[N:8]2. The yield is 0.810. No catalyst specified. (6) The catalyst is C(O)C. The product is [C:1]([C@H:5]1[CH2:6][CH2:7][C@H:8]([O:11][C:12]2[CH:13]=[C:14]3[C:19](=[CH:20][CH:21]=2)[CH:18]=[C:17]([CH2:22][NH:23][CH:24]([CH3:29])[C:25]([OH:27])=[O:26])[CH:16]=[CH:15]3)[CH2:9][CH2:10]1)([CH3:4])([CH3:2])[CH3:3]. The reactants are [C:1]([C@H:5]1[CH2:10][CH2:9][C@H:8]([O:11][C:12]2[CH:13]=[C:14]3[C:19](=[CH:20][CH:21]=2)[CH:18]=[C:17]([CH2:22][NH:23][CH:24]([CH3:29])[C:25]([O:27]C)=[O:26])[CH:16]=[CH:15]3)[CH2:7][CH2:6]1)([CH3:4])([CH3:3])[CH3:2].[OH-].[Na+].Cl. The yield is 0.750. (7) The catalyst is O1CCOCC1. The reactants are [C:1]([C:4]1[N:9]=[C:8]([C:10]2[CH:15]=[CH:14][C:13]([O:16][C:17]3[CH:22]=[CH:21][C:20]([F:23])=[CH:19][CH:18]=3)=[CH:12][CH:11]=2)[N:7]=[C:6]([N:24]2[CH2:29][CH2:28][N:27](C(OC(C)(C)C)=O)[CH2:26][CH:25]2[CH2:37][OH:38])[CH:5]=1)(=[O:3])[NH2:2].Cl. The product is [F:23][C:20]1[CH:21]=[CH:22][C:17]([O:16][C:13]2[CH:14]=[CH:15][C:10]([C:8]3[N:9]=[C:4]([C:1]([NH2:2])=[O:3])[CH:5]=[C:6]([N:24]4[CH2:29][CH2:28][NH:27][CH2:26][CH:25]4[CH2:37][OH:38])[N:7]=3)=[CH:11][CH:12]=2)=[CH:18][CH:19]=1. The yield is 0.290. (8) The reactants are [CH3:1][NH:2][S:3]([C:6]1[CH:7]=[C:8]([CH:12]=[CH:13][CH:14]=1)[C:9]([OH:11])=[O:10])(=[O:5])=[O:4].S(=O)(=O)(O)O.[CH3:20]O. No catalyst specified. The product is [CH3:1][NH:2][S:3]([C:6]1[CH:7]=[C:8]([CH:12]=[CH:13][CH:14]=1)[C:9]([O:11][CH3:20])=[O:10])(=[O:4])=[O:5]. The yield is 0.535.